This data is from Forward reaction prediction with 1.9M reactions from USPTO patents (1976-2016). The task is: Predict the product of the given reaction. (1) Given the reactants [NH2:1][C:2]1[C:3]([C:24](O)=[O:25])=[N:4][C:5]([C:14]2[CH:19]=[CH:18][C:17](=[O:20])[N:16]([CH:21]([CH3:23])[CH3:22])[CH:15]=2)=[C:6]([C:8]2[CH:13]=[CH:12][CH:11]=[CH:10][CH:9]=2)[N:7]=1.CCN(CC)CC.ClC(OCC(C)C)=O.[BH4-].[Na+], predict the reaction product. The product is: [NH2:1][C:2]1[N:7]=[C:6]([C:8]2[CH:13]=[CH:12][CH:11]=[CH:10][CH:9]=2)[C:5]([C:14]2[CH:19]=[CH:18][C:17](=[O:20])[N:16]([CH:21]([CH3:23])[CH3:22])[CH:15]=2)=[N:4][C:3]=1[CH2:24][OH:25]. (2) Given the reactants [NH2:1][C:2]1[CH:6]=[CH:5][S:4][C:3]=1[C:7]([NH:9][C:10]1[CH:15]=[CH:14][CH:13]=[C:12]([S:16]([N:19]2[C:28]3[C:23](=[CH:24][CH:25]=[CH:26][CH:27]=3)[CH2:22][CH2:21][CH2:20]2)(=[O:18])=[O:17])[CH:11]=1)=[O:8].Cl[C:30](Cl)([O:32]C(=O)OC(Cl)(Cl)Cl)Cl.C(=O)([O-])O.[Na+], predict the reaction product. The product is: [N:19]1([S:16]([C:12]2[CH:11]=[C:10]([N:9]3[C:7](=[O:8])[C:3]4[S:4][CH:5]=[CH:6][C:2]=4[NH:1][C:30]3=[O:32])[CH:15]=[CH:14][CH:13]=2)(=[O:18])=[O:17])[C:28]2[C:23](=[CH:24][CH:25]=[CH:26][CH:27]=2)[CH2:22][CH2:21][CH2:20]1. (3) Given the reactants C([Li])CCC.Br[C:7]1[CH:8]=[N:9][CH:10]=[C:11]([Br:14])[C:12]=1[CH3:13].CN([CH:18]=[O:19])C.[NH4+].[Cl-], predict the reaction product. The product is: [Br:14][C:11]1[C:12]([CH3:13])=[C:7]([CH:18]=[O:19])[CH:8]=[N:9][CH:10]=1.